The task is: Predict the reactants needed to synthesize the given product.. This data is from Full USPTO retrosynthesis dataset with 1.9M reactions from patents (1976-2016). The reactants are: [NH2:1][C:2]1[CH:7]=[CH:6][C:5]([N:8]2[CH2:13][CH2:12][N:11]([C:14]([O:16][C:17]([CH3:20])([CH3:19])[CH3:18])=[O:15])[CH2:10][CH2:9]2)=[CH:4][CH:3]=1.I[C:22]1[CH:27]=[C:26]([O:28][CH3:29])[N:25]=[CH:24][C:23]=1[NH:30][C:31](=[O:33])[CH3:32]. Given the product [C:31]([NH:30][C:23]1[C:22]([NH:1][C:2]2[CH:7]=[CH:6][C:5]([N:8]3[CH2:13][CH2:12][N:11]([C:14]([O:16][C:17]([CH3:20])([CH3:19])[CH3:18])=[O:15])[CH2:10][CH2:9]3)=[CH:4][CH:3]=2)=[CH:27][C:26]([O:28][CH3:29])=[N:25][CH:24]=1)(=[O:33])[CH3:32], predict the reactants needed to synthesize it.